This data is from Reaction yield outcomes from USPTO patents with 853,638 reactions. The task is: Predict the reaction yield, written as a fraction of the theoretical maximum amount of product (1.0 means a 100% yield; for example, 0.34 means a 34% yield). (1) The reactants are C1(P(=O)(C2C=CC=CC=2)C2C=CC=CC=2)C=CC=CC=1.FC(F)(F)S(OS(C(F)(F)F)(=O)=O)(=O)=O.[CH3:36][N:37]([S:77]([C:80]1[S:81][CH:82]=[CH:83][CH:84]=1)(=[O:79])=[O:78])[C:38]1[CH:39]=[C:40]([O:72][C:73]([F:76])([F:75])[F:74])[CH:41]=[C:42]2[C:46]=1[NH:45][C:44]([C:47]([NH:49][CH2:50][CH2:51][S:52]C(C1C=CC=CC=1)(C1C=CC=CC=1)C1C=CC=CC=1)=O)=[CH:43]2.C(=O)([O-])O.[Na+]. The catalyst is ClCCl. The product is [S:52]1[CH2:51][CH2:50][N:49]=[C:47]1[C:44]1[NH:45][C:46]2[C:42]([CH:43]=1)=[CH:41][C:40]([O:72][C:73]([F:76])([F:74])[F:75])=[CH:39][C:38]=2[N:37]([CH3:36])[S:77]([C:80]1[S:81][CH:82]=[CH:83][CH:84]=1)(=[O:79])=[O:78]. The yield is 0.820. (2) The reactants are [CH2:1]([NH:5][C:6]1[CH:7]=[CH:8][C:9]2[N:10]([C:12](B(O)O)=[CH:13][N:14]=2)[N:11]=1)[CH2:2][CH2:3][CH3:4].Br[C:19]1[CH:20]=[C:21]2[C:25](=[CH:26][CH:27]=1)[CH2:24][N:23]([C:28]([O:30][C:31]([CH3:34])([CH3:33])[CH3:32])=[O:29])[CH2:22]2.P([O-])([O-])([O-])=O.[K+].[K+].[K+]. The catalyst is C1C=CC(P(C2C=CC=CC=2)[C-]2C=CC=C2)=CC=1.C1C=CC(P(C2C=CC=CC=2)[C-]2C=CC=C2)=CC=1.Cl[Pd]Cl.[Fe+2].C(#N)C.O. The product is [CH2:1]([NH:5][C:6]1[CH:7]=[CH:8][C:9]2[N:10]([C:12]([C:27]3[CH:26]=[C:25]4[C:21](=[CH:20][CH:19]=3)[CH2:22][N:23]([C:28]([O:30][C:31]([CH3:34])([CH3:33])[CH3:32])=[O:29])[CH2:24]4)=[CH:13][N:14]=2)[N:11]=1)[CH2:2][CH2:3][CH3:4]. The yield is 0.660. (3) The catalyst is O1CCCC1. The reactants are [O:1]1[C:5]2[CH:6]=[CH:7][C:8]([C:10]3[O:14][C:13]([CH2:15][CH2:16][C:17](N(OC)C)=[O:18])=[N:12][N:11]=3)=[CH:9][C:4]=2[CH2:3][CH2:2]1.[S:23]1[CH:27]=[CH:26][CH:25]=[C:24]1[Mg]Br.O1CCCC1.[Cl-].[NH4+].O. The yield is 0.410. The product is [O:1]1[C:5]2[CH:6]=[CH:7][C:8]([C:10]3[O:14][C:13]([CH2:15][CH2:16][C:17]([C:24]4[S:23][CH:27]=[CH:26][CH:25]=4)=[O:18])=[N:12][N:11]=3)=[CH:9][C:4]=2[CH2:3][CH2:2]1. (4) The reactants are [Na+].[I-].[C:3]([O:7][C:8](=[O:30])[N:9]([C@H:11]([C:13](=[O:29])[NH:14][C@@H:15]1[C:21](=[O:22])[NH:20][C:19]2[CH:23]=[C:24]([O:27][CH3:28])[CH:25]=[CH:26][C:18]=2[CH2:17][CH2:16]1)[CH3:12])[CH3:10])([CH3:6])([CH3:5])[CH3:4].[CH2:31](Br)[C:32]1[CH:37]=[CH:36][CH:35]=[CH:34][CH:33]=1. No catalyst specified. The product is [C:3]([O:7][C:8](=[O:30])[N:9]([C@H:11]([C:13](=[O:29])[NH:14][C@@H:15]1[C:21](=[O:22])[N:20]([CH2:31][C:32]2[CH:37]=[CH:36][CH:35]=[CH:34][CH:33]=2)[C:19]2[CH:23]=[C:24]([O:27][CH2:28][CH2:17][C:18]3[CH:26]=[CH:25][CH:24]=[CH:23][CH:19]=3)[CH:25]=[CH:26][C:18]=2[CH2:17][CH2:16]1)[CH3:12])[CH3:10])([CH3:4])([CH3:6])[CH3:5]. The yield is 0.710. (5) The reactants are [C:1]1([C@H:7]2[NH:12][CH2:11][C:10](=[O:13])[O:9][CH2:8]2)[CH:6]=[CH:5][CH:4]=[CH:3][CH:2]=1.[N:14]1[CH:19]=[CH:18][C:17]([CH:20]=[O:21])=[CH:16][CH:15]=1. The catalyst is C1(C)C=CC=CC=1. The product is [C:1]1([C@@H:7]2[CH2:8][O:9][C:10](=[O:13])[C@H:11]3[C@H:20]([C:17]4[CH:18]=[CH:19][N:14]=[CH:15][CH:16]=4)[O:21][C@H:20]([C:17]4[CH:18]=[CH:19][N:14]=[CH:15][CH:16]=4)[N:12]23)[CH:2]=[CH:3][CH:4]=[CH:5][CH:6]=1. The yield is 0.460. (6) The yield is 0.950. The reactants are Cl[CH2:2][C:3]1[CH:13]=[CH:12][C:6]2[O:7][C:8]([F:11])([F:10])[O:9][C:5]=2[CH:4]=1.[C-:14]#[N:15].[Na+].O.CC(OC)(C)C. The product is [F:10][C:8]1([F:11])[O:7][C:6]2[CH:12]=[CH:13][C:3]([CH2:2][C:14]#[N:15])=[CH:4][C:5]=2[O:9]1. The catalyst is CS(C)=O. (7) The reactants are C(OC(=O)[NH:7][CH2:8][CH:9]1[CH2:14][CH2:13][CH:12]([CH2:15][NH:16][C:17]2[C:22]([C:23]#[N:24])=[CH:21][N:20]=[C:19]([NH:25][CH2:26][C:27]3[CH:32]=[CH:31][CH:30]=[CH:29][C:28]=3[Cl:33])[CH:18]=2)[CH2:11][CH2:10]1)(C)(C)C.Cl.O1CCOCC1. No catalyst specified. The product is [NH2:7][CH2:8][CH:9]1[CH2:10][CH2:11][CH:12]([CH2:15][NH:16][C:17]2[C:22]([C:23]#[N:24])=[CH:21][N:20]=[C:19]([NH:25][CH2:26][C:27]3[CH:32]=[CH:31][CH:30]=[CH:29][C:28]=3[Cl:33])[CH:18]=2)[CH2:13][CH2:14]1. The yield is 1.00. (8) The reactants are [CH3:1][C:2]1[N:3]=[C:4]([CH2:26][CH2:27][CH3:28])[N:5]([CH2:9][CH2:10][O:11][C:12]2[CH:17]=[CH:16][C:15]([CH:18]=[C:19]3[S:23][C:22](=[O:24])[NH:21][C:20]3=[O:25])=[CH:14][CH:13]=2)[C:6](=[O:8])[CH:7]=1.[H][H]. The catalyst is O1CCOCC1.[Pd]. The product is [CH3:1][C:2]1[N:3]=[C:4]([CH2:26][CH2:27][CH3:28])[N:5]([CH2:9][CH2:10][O:11][C:12]2[CH:13]=[CH:14][C:15]([CH2:18][CH:19]3[S:23][C:22](=[O:24])[NH:21][C:20]3=[O:25])=[CH:16][CH:17]=2)[C:6](=[O:8])[CH:7]=1. The yield is 0.920. (9) The reactants are Br[C:2]1[C:11]([CH2:12][O:13][C:14]2[CH:19]=[C:18]([F:20])[CH:17]=[CH:16][C:15]=2[CH3:21])=[C:10]2[C:5]([NH:6][C:7]([CH3:25])([CH3:24])[C:8](=[O:23])[N:9]2[CH3:22])=[CH:4][CH:3]=1.[CH3:26][O:27][C:28]1[CH:33]=[C:32]([O:34][C:35]([F:38])([F:37])[F:36])[CH:31]=[CH:30][C:29]=1B(O)O.C(=O)([O-])[O-].C(OCC)(=O)C. The catalyst is CN(C)C=O.Cl[Pd](Cl)([P](C1C=CC=CC=1)(C1C=CC=CC=1)C1C=CC=CC=1)[P](C1C=CC=CC=1)(C1C=CC=CC=1)C1C=CC=CC=1.O. The product is [F:20][C:18]1[CH:17]=[CH:16][C:15]([CH3:21])=[C:14]([CH:19]=1)[O:13][CH2:12][C:11]1[C:2]([C:29]2[CH:30]=[CH:31][C:32]([O:34][C:35]([F:37])([F:38])[F:36])=[CH:33][C:28]=2[O:27][CH3:26])=[CH:3][CH:4]=[C:5]2[C:10]=1[N:9]([CH3:22])[C:8](=[O:23])[C:7]([CH3:25])([CH3:24])[NH:6]2. The yield is 0.580.